Task: Predict the reaction yield, written as a fraction of the theoretical maximum amount of product (1.0 means a 100% yield; for example, 0.34 means a 34% yield).. Dataset: Reaction yield outcomes from USPTO patents with 853,638 reactions The reactants are [CH:1]1([NH:6][C@H:7]([CH:12]2[CH2:14][CH2:13]2)[C:8]([O:10][CH3:11])=[O:9])[CH2:5][CH2:4][CH2:3][CH2:2]1.C([O-])([O-])=O.[K+].[K+].[Cl:21][C:22]1[N:27]=[C:26](Cl)[C:25]([N+:29]([O-:31])=[O:30])=[CH:24][N:23]=1. The catalyst is CC(C)=O.CCOC(C)=O. The product is [Cl:21][C:22]1[N:27]=[C:26]([N:6]([C@H:7]([CH:12]2[CH2:14][CH2:13]2)[C:8]([O:10][CH3:11])=[O:9])[CH:1]2[CH2:2][CH2:3][CH2:4][CH2:5]2)[C:25]([N+:29]([O-:31])=[O:30])=[CH:24][N:23]=1. The yield is 0.340.